This data is from NCI-60 drug combinations with 297,098 pairs across 59 cell lines. The task is: Regression. Given two drug SMILES strings and cell line genomic features, predict the synergy score measuring deviation from expected non-interaction effect. (1) Drug 1: C(=O)(N)NO. Drug 2: C1CN(P(=O)(OC1)NCCCl)CCCl. Cell line: CAKI-1. Synergy scores: CSS=2.45, Synergy_ZIP=1.04, Synergy_Bliss=1.11, Synergy_Loewe=2.20, Synergy_HSA=0.150. (2) Drug 1: CC=C1C(=O)NC(C(=O)OC2CC(=O)NC(C(=O)NC(CSSCCC=C2)C(=O)N1)C(C)C)C(C)C. Drug 2: CN1C2=C(C=C(C=C2)N(CCCl)CCCl)N=C1CCCC(=O)O.Cl. Cell line: NCI-H226. Synergy scores: CSS=51.0, Synergy_ZIP=1.30, Synergy_Bliss=3.81, Synergy_Loewe=-73.8, Synergy_HSA=3.50. (3) Synergy scores: CSS=1.10, Synergy_ZIP=-7.59, Synergy_Bliss=-9.44, Synergy_Loewe=-17.3, Synergy_HSA=-11.1. Drug 2: CNC(=O)C1=NC=CC(=C1)OC2=CC=C(C=C2)NC(=O)NC3=CC(=C(C=C3)Cl)C(F)(F)F. Cell line: NCI-H322M. Drug 1: C1CCC(C1)C(CC#N)N2C=C(C=N2)C3=C4C=CNC4=NC=N3. (4) Drug 1: CCC1(C2=C(COC1=O)C(=O)N3CC4=CC5=C(C=CC(=C5CN(C)C)O)N=C4C3=C2)O. Drug 2: CNC(=O)C1=NC=CC(=C1)OC2=CC=C(C=C2)NC(=O)NC3=CC(=C(C=C3)Cl)C(F)(F)F. Cell line: NCI-H460. Synergy scores: CSS=88.6, Synergy_ZIP=9.22, Synergy_Bliss=8.57, Synergy_Loewe=6.68, Synergy_HSA=13.8.